This data is from Reaction yield outcomes from USPTO patents with 853,638 reactions. The task is: Predict the reaction yield, written as a fraction of the theoretical maximum amount of product (1.0 means a 100% yield; for example, 0.34 means a 34% yield). (1) The reactants are Br[CH2:2][C:3]1[C:4]([CH3:9])=[CH:5][CH:6]=[CH:7][CH:8]=1.[CH3:10][C:11]1[CH:16]=[CH:15][CH:14]=[CH:13][C:12]=1[OH:17].C(=O)([O-])[O-].[Cs+].[Cs+].Cl. The catalyst is CN(C=O)C.O. The product is [CH3:9][C:4]1[CH:5]=[CH:6][CH:7]=[CH:8][C:3]=1[CH2:2][O:17][C:12]1[CH:13]=[CH:14][CH:15]=[CH:16][C:11]=1[CH3:10]. The yield is 0.880. (2) The reactants are [CH3:1][C:2]1[CH:3]=[CH:4][C:5]([N+:11]([O-:13])=[O:12])=[C:6]([CH:10]=1)[C:7]([OH:9])=O.C(Cl)(=O)C(Cl)=O.[NH2:20][C:21]1[CH:26]=[CH:25][C:24]([Cl:27])=[CH:23][N:22]=1.N1C=CC=CC=1. The catalyst is ClCCl.CN(C)C=O. The product is [Cl:27][C:24]1[CH:25]=[CH:26][C:21]([NH:20][C:7]([C:6]2[CH:10]=[C:2]([CH3:1])[CH:3]=[CH:4][C:5]=2[N+:11]([O-:13])=[O:12])=[O:9])=[N:22][CH:23]=1. The yield is 0.920. (3) The reactants are [Cl:1][C:2]1[N:7]=[C:6]([C:8]2N3C=[CH:14][CH:15]=[C:16](F)[C:11]3=[N:10][CH:9]=2)[C:5]([CH:18]2[CH2:20][CH2:19]2)=[CH:4][N:3]=1.[I-].N[N+:23]1C=CC=C[CH:24]=1.C(=O)([O-])[O-].[K+].[K+].O. The catalyst is CN(C=O)C. The product is [Cl:1][C:2]1[N:7]=[C:6]([C:8]2[CH:24]=[N:23][N:10]3[CH:11]=[CH:16][CH:15]=[CH:14][C:9]=23)[C:5]([CH:18]2[CH2:19][CH2:20]2)=[CH:4][N:3]=1. The yield is 0.480. (4) The catalyst is CN(C=O)C.C1C=CC(P(C2C=CC=CC=2)[C-]2C=CC=C2)=CC=1.C1C=CC(P(C2C=CC=CC=2)[C-]2C=CC=C2)=CC=1.Cl[Pd]Cl.[Fe+2]. The reactants are [F:1][C:2]1[CH:7]=[CH:6][C:5]([C:8]2[O:9][C:10]3[CH:20]=[C:19]([N:21]([CH3:26])[S:22]([CH3:25])(=[O:24])=[O:23])[C:18]([C:27]4[CH:32]=[CH:31][CH:30]=[C:29](I)[CH:28]=4)=[CH:17][C:11]=3[C:12]=2[C:13]([NH:15][CH3:16])=[O:14])=[CH:4][CH:3]=1.[B:34]1([B:34]2[O:38][C:37]([CH3:40])([CH3:39])[C:36]([CH3:42])([CH3:41])[O:35]2)[O:38][C:37]([CH3:40])([CH3:39])[C:36]([CH3:42])([CH3:41])[O:35]1.CC([O-])=O.[K+]. The yield is 0.950. The product is [F:1][C:2]1[CH:7]=[CH:6][C:5]([C:8]2[O:9][C:10]3[CH:20]=[C:19]([N:21]([CH3:26])[S:22]([CH3:25])(=[O:24])=[O:23])[C:18]([C:27]4[CH:32]=[CH:31][CH:30]=[C:29]([B:34]5[O:38][C:37]([CH3:40])([CH3:39])[C:36]([CH3:42])([CH3:41])[O:35]5)[CH:28]=4)=[CH:17][C:11]=3[C:12]=2[C:13]([NH:15][CH3:16])=[O:14])=[CH:4][CH:3]=1. (5) The catalyst is FC(F)(F)C1(CN2CCC(COC3C=CC(C4C=CC(C(O)=O)=CC=4)=CC=3)CC2)CCC1. The reactants are [F:1][C:2]([F:34])([F:33])[C:3]1([CH2:8][N:9]2[CH2:14][CH2:13][CH:12]([CH2:15][O:16][C:17]3[N:22]=[CH:21][C:20]([C:23]4[CH:32]=[CH:31][C:26]([C:27]([O:29]C)=[O:28])=[CH:25][CH:24]=4)=[CH:19][CH:18]=3)[CH2:11][CH2:10]2)[CH2:7][CH2:6][CH2:5][CH2:4]1.O[Li].O. The yield is 0.940. The product is [F:34][C:2]([F:1])([F:33])[C:3]1([CH2:8][N:9]2[CH2:10][CH2:11][CH:12]([CH2:15][O:16][C:17]3[N:22]=[CH:21][C:20]([C:23]4[CH:32]=[CH:31][C:26]([C:27]([OH:29])=[O:28])=[CH:25][CH:24]=4)=[CH:19][CH:18]=3)[CH2:13][CH2:14]2)[CH2:7][CH2:6][CH2:5][CH2:4]1. (6) The catalyst is C(Cl)Cl. The yield is 1.00. The product is [CH2:1]([O:8][C:9]([NH:11][C:12]1[C:13](=[O:27])[N:14]([CH2:19][C:20]([OH:22])=[O:21])[C:15]([CH3:18])=[CH:16][CH:17]=1)=[O:10])[C:2]1[CH:7]=[CH:6][CH:5]=[CH:4][CH:3]=1. The reactants are [CH2:1]([O:8][C:9]([NH:11][C:12]1[C:13](=[O:27])[N:14]([CH2:19][C:20]([O:22]C(C)(C)C)=[O:21])[C:15]([CH3:18])=[CH:16][CH:17]=1)=[O:10])[C:2]1[CH:7]=[CH:6][CH:5]=[CH:4][CH:3]=1.FC(F)(F)C(O)=O. (7) The reactants are [S:1]1[CH:5]=[CH:4][C:3]([CH:6]=[O:7])=[CH:2]1.C[Si]([C:12]#[N:13])(C)C.[Cl:14]CCl. The catalyst is Cl.[I-].[Zn+2].[I-]. The product is [ClH:14].[NH2:13][CH2:12][CH:6]([C:3]1[CH:4]=[CH:5][S:1][CH:2]=1)[OH:7]. The yield is 0.940.